From a dataset of Reaction yield outcomes from USPTO patents with 853,638 reactions. Predict the reaction yield, written as a fraction of the theoretical maximum amount of product (1.0 means a 100% yield; for example, 0.34 means a 34% yield). (1) The reactants are Br[CH2:2][C:3]1[CH:8]=[CH:7][CH:6]=[C:5]([CH3:9])[CH:4]=1.CC1(C)C(C)(C)OB([C:18]2[CH:19]=[C:20]([C:23]([O:25][CH3:26])=[O:24])[O:21][CH:22]=2)O1.O.C([O-])([O-])=O.[Na+].[Na+]. The catalyst is C1C=CC([P]([Pd]([P](C2C=CC=CC=2)(C2C=CC=CC=2)C2C=CC=CC=2)([P](C2C=CC=CC=2)(C2C=CC=CC=2)C2C=CC=CC=2)[P](C2C=CC=CC=2)(C2C=CC=CC=2)C2C=CC=CC=2)(C2C=CC=CC=2)C2C=CC=CC=2)=CC=1.O1CCOCC1. The product is [CH3:9][C:5]1[CH:4]=[C:3]([CH:8]=[CH:7][CH:6]=1)[CH2:2][C:18]1[CH:19]=[C:20]([C:23]([O:25][CH3:26])=[O:24])[O:21][CH:22]=1. The yield is 0.950. (2) The reactants are [CH3:1][O:2][C:3]1[CH:8]=[CH:7][CH:6]=[CH:5][C:4]=1[C:9]1[C:17]2[C:12](=[N:13][CH:14]=[C:15]([C:18]3[CH:19]=[C:20]([CH:24]=[CH:25][CH:26]=3)[C:21](O)=[O:22])[CH:16]=2)[NH:11][N:10]=1.CN(C(ON1N=NC2C=CC=NC1=2)=[N+](C)C)C.F[P-](F)(F)(F)(F)F.[N:51]1[CH:56]=[CH:55][CH:54]=[N:53][C:52]=1[N:57]1[CH2:62][CH2:61][NH:60][CH2:59][CH2:58]1. The catalyst is CN(C=O)C. The product is [CH3:1][O:2][C:3]1[CH:8]=[CH:7][CH:6]=[CH:5][C:4]=1[C:9]1[C:17]2[C:12](=[N:13][CH:14]=[C:15]([C:18]3[CH:19]=[C:20]([C:21]([N:60]4[CH2:61][CH2:62][N:57]([C:52]5[N:51]=[CH:56][CH:55]=[CH:54][N:53]=5)[CH2:58][CH2:59]4)=[O:22])[CH:24]=[CH:25][CH:26]=3)[CH:16]=2)[NH:11][N:10]=1. The yield is 0.280. (3) The reactants are Br[C:2]1[C:3]([CH3:19])=[N:4][C:5]2[N:6]([N:9]=[C:10]([C:12]3[CH:17]=[CH:16][CH:15]=[C:14]([Cl:18])[CH:13]=3)[CH:11]=2)[C:7]=1Cl.[F:20][C:21]1[CH:26]=[CH:25][C:24]([Mg]Br)=[CH:23][CH:22]=1.CCOCC.[Li+].[Cl-].C1COCC1.Cl[C:42](=[O:47])[C:43]([O:45][CH3:46])=[O:44]. The catalyst is C1COCC1.CCOCC.[Cu]Br. The product is [Cl:18][C:14]1[CH:13]=[C:12]([C:10]2[CH:11]=[C:5]3[N:4]=[C:3]([CH3:19])[C:2]([C:42](=[O:47])[C:43]([O:45][CH3:46])=[O:44])=[C:7]([C:24]4[CH:25]=[CH:26][C:21]([F:20])=[CH:22][CH:23]=4)[N:6]3[N:9]=2)[CH:17]=[CH:16][CH:15]=1. The yield is 0.304. (4) The yield is 0.850. The catalyst is C1CCCCC1.C1(O)CCCC1. The reactants are [NH2:1][C@H:2]([C:7]([OH:9])=[O:8])[CH2:3][CH:4]([CH3:6])[CH3:5].[C:10]1([CH3:20])[CH:15]=[CH:14][C:13]([S:16]([OH:19])(=[O:18])=[O:17])=[CH:12][CH:11]=1.CC[CH2:23][CH2:24][CH2:25][CH2:26][CH3:27]. The product is [C:10]1([CH3:20])[CH:11]=[CH:12][C:13]([S:16]([OH:19])(=[O:17])=[O:18])=[CH:14][CH:15]=1.[CH:23]1([O:8][C:7](=[O:9])[C@@H:2]([NH2:1])[CH2:3][CH:4]([CH3:6])[CH3:5])[CH2:24][CH2:25][CH2:26][CH2:27]1. (5) The reactants are [CH3:1][CH:2]([CH3:9])[CH2:3][C:4](=O)[CH2:5][C:6]#[N:7].[C:10]1([CH3:18])[CH:15]=[CH:14][C:13]([CH:16]=O)=[CH:12][CH:11]=1.N1CCCCC1.C(O)(=O)C.[NH2:29]/[C:30](/[CH3:36])=[CH:31]\[C:32]([O:34][CH3:35])=[O:33]. The catalyst is C1(C)C=CC=CC=1. The product is [C:6]([C:5]1[CH:16]([C:13]2[CH:14]=[CH:15][C:10]([CH3:18])=[CH:11][CH:12]=2)[C:31]([C:32]([O:34][CH3:35])=[O:33])=[C:30]([CH3:36])[NH:29][C:4]=1[CH2:3][CH:2]([CH3:9])[CH3:1])#[N:7]. The yield is 0.570. (6) The reactants are Br[C:2]1[N:7]=[CH:6][C:5]([C:8]#[C:9][Si:10]([CH3:13])([CH3:12])[CH3:11])=[CH:4][N:3]=1.[CH3:14][C:15]1([CH3:21])[CH2:19][NH:18][C:17](=[O:20])[CH2:16]1.C(=O)([O-])[O-].[Cs+].[Cs+]. The catalyst is C1(C)C=CC=CC=1.C1C=CC(/C=C/C(/C=C/C2C=CC=CC=2)=O)=CC=1.C1C=CC(/C=C/C(/C=C/C2C=CC=CC=2)=O)=CC=1.C1C=CC(/C=C/C(/C=C/C2C=CC=CC=2)=O)=CC=1.[Pd].[Pd].CC1(C)C2C(=C(P(C3C=CC=CC=3)C3C=CC=CC=3)C=CC=2)OC2C(P(C3C=CC=CC=3)C3C=CC=CC=3)=CC=CC1=2. The product is [CH3:14][C:15]1([CH3:21])[CH2:19][N:18]([C:2]2[N:7]=[CH:6][C:5]([C:8]#[C:9][Si:10]([CH3:13])([CH3:12])[CH3:11])=[CH:4][N:3]=2)[C:17](=[O:20])[CH2:16]1. The yield is 0.730. (7) The reactants are [C:1]1([N:7]2[C:11]([NH2:12])=[C:10]3[CH2:13][S:14][CH2:15][C:9]3=[N:8]2)[CH:6]=[CH:5][CH:4]=[CH:3][CH:2]=1.[OH-].[Na+].[C:18](Cl)(=[O:26])[O:19][C:20]1[CH:25]=[CH:24][CH:23]=[CH:22][CH:21]=1. The catalyst is CCOC(C)=O. The product is [C:1]1([N:7]2[C:11]([NH:12][C:18](=[O:26])[O:19][C:20]3[CH:25]=[CH:24][CH:23]=[CH:22][CH:21]=3)=[C:10]3[CH2:13][S:14][CH2:15][C:9]3=[N:8]2)[CH:2]=[CH:3][CH:4]=[CH:5][CH:6]=1. The yield is 0.640.